This data is from Reaction yield outcomes from USPTO patents with 853,638 reactions. The task is: Predict the reaction yield, written as a fraction of the theoretical maximum amount of product (1.0 means a 100% yield; for example, 0.34 means a 34% yield). (1) The reactants are [Br:1][C:2]1[CH:16]=[C:15](/[CH:17]=[CH:18]/[CH:19]([C:24]2[CH:29]=[C:28]([Cl:30])[C:27]([Cl:31])=[C:26]([Cl:32])[CH:25]=2)[C:20]([F:23])([F:22])[F:21])[CH:14]=[CH:13][C:3]=1[C:4]([NH:6][CH:7]1[CH2:12][CH2:11][NH:10][CH2:9][CH2:8]1)=[O:5].[O:33]1[CH2:36][C:35](=O)[CH2:34]1.C(O)(=O)C.[BH3-]C#N.[Na+]. The catalyst is CO.C(OCC)(=O)C. The product is [Br:1][C:2]1[CH:16]=[C:15](/[CH:17]=[CH:18]/[CH:19]([C:24]2[CH:25]=[C:26]([Cl:32])[C:27]([Cl:31])=[C:28]([Cl:30])[CH:29]=2)[C:20]([F:23])([F:21])[F:22])[CH:14]=[CH:13][C:3]=1[C:4]([NH:6][CH:7]1[CH2:12][CH2:11][N:10]([CH:35]2[CH2:36][O:33][CH2:34]2)[CH2:9][CH2:8]1)=[O:5]. The yield is 0.230. (2) The reactants are [F:1][C:2]1[CH:3]=[C:4]([CH:19]=[CH:20][C:21]=1[NH:22][C:23](=[O:31])[CH2:24][N:25]1[CH2:30][CH2:29][O:28][CH2:27][CH2:26]1)[O:5][CH:6]1[CH2:11][CH2:10][N:9]([C:12](OC(C)(C)C)=O)[CH2:8][CH2:7]1.FC(F)(F)C(O)=O.[C:39]1(=O)[CH2:42]C[CH2:40]1.C(O[BH-](OC(=O)C)OC(=O)C)(=O)C.[Na+]. The catalyst is ClCCl.C(Cl)CCl. The product is [CH:12]1([N:9]2[CH2:10][CH2:11][CH:6]([O:5][C:4]3[CH:19]=[CH:20][C:21]([NH:22][C:23](=[O:31])[CH2:24][N:25]4[CH2:30][CH2:29][O:28][CH2:27][CH2:26]4)=[C:2]([F:1])[CH:3]=3)[CH2:7][CH2:8]2)[CH2:42][CH2:39][CH2:40]1. The yield is 0.550. (3) The reactants are [H-].[Na+].[I-].[CH3:4][S+](C)(C)=O.[CH3:9][C:10]1[N:25]=[C:13]2[CH:14]=[CH:15][CH:16]=[C:17](/[CH:18]=[CH:19]/[C:20]([O:22][CH2:23][CH3:24])=[O:21])[N:12]2[N:11]=1.O. The catalyst is CS(C)=O. The product is [CH3:9][C:10]1[N:25]=[C:13]2[CH:14]=[CH:15][CH:16]=[C:17]([CH:18]3[CH2:4][CH:19]3[C:20]([O:22][CH2:23][CH3:24])=[O:21])[N:12]2[N:11]=1. The yield is 0.400. (4) The reactants are Cl.[CH3:2][O:3][NH:4][CH3:5].C(N(CC)CC)C.[Br:13][C:14]1[CH:15]=[N:16][C:17]([Cl:23])=[C:18]([CH:22]=1)[C:19](Cl)=[O:20].O. The catalyst is ClCCl. The product is [Br:13][C:14]1[CH:15]=[N:16][C:17]([Cl:23])=[C:18]([CH:22]=1)[C:19]([N:4]([O:3][CH3:2])[CH3:5])=[O:20]. The yield is 0.714. (5) The reactants are C[Al](C)C.[F:5][C:6]([F:13])([C:9]([F:12])([F:11])[F:10])[CH2:7][NH2:8].C[O:15][C:16](=O)[C:17]1[CH:22]=[CH:21][C:20]([O:23][CH2:24][C:25]2[C:26]([C:32]3[CH:37]=[CH:36][C:35]([F:38])=[C:34]([F:39])[CH:33]=3)=[N:27][O:28][C:29]=2[CH2:30][OH:31])=[N:19][CH:18]=1. The product is [F:39][C:34]1[CH:33]=[C:32]([C:26]2[C:25]([CH2:24][O:23][C:20]3[CH:21]=[CH:22][C:17]([C:16]([NH:8][CH2:7][C:6]([F:13])([F:5])[C:9]([F:12])([F:11])[F:10])=[O:15])=[CH:18][N:19]=3)=[C:29]([CH2:30][OH:31])[O:28][N:27]=2)[CH:37]=[CH:36][C:35]=1[F:38]. The yield is 0.730. The catalyst is O1CCOCC1.